From a dataset of Full USPTO retrosynthesis dataset with 1.9M reactions from patents (1976-2016). Predict the reactants needed to synthesize the given product. Given the product [F:43][C:44]([F:54])([F:53])[C:33]([OH:34])=[O:36].[F:43][C:44]([F:53])([F:54])[C:45]1[CH:46]=[CH:47][C:48]([CH2:49][N:13]2[C:14]3[C:19](=[CH:18][C:17]([O:20][CH2:22][C:23]4[CH:32]=[CH:31][C:30]5[C:25](=[CH:26][CH:27]=[CH:28][CH:29]=5)[CH:24]=4)=[CH:16][CH:15]=3)[C:11]([CH2:10][CH2:9][NH2:8])=[CH:12]2)=[CH:51][CH:52]=1, predict the reactants needed to synthesize it. The reactants are: C(OC([NH:8][CH2:9][CH2:10][C:11]1[C:19]2[C:14](=[CH:15][CH:16]=[C:17]([OH:20])[CH:18]=2)[NH:13][CH:12]=1)=O)(C)(C)C.Br[CH2:22][C:23]1[CH:32]=[CH:31][C:30]2[C:25](=[CH:26][CH:27]=[CH:28][CH:29]=2)[CH:24]=1.[C:33](=[O:36])([O-])[O-:34].[K+].[K+].[I-].[K+].[H-].[Na+].[F:43][C:44]([F:54])([F:53])[C:45]1[CH:52]=[CH:51][C:48]([CH2:49]Br)=[CH:47][CH:46]=1.C1(S)C=CC=CC=1.